Predict the reaction yield, written as a fraction of the theoretical maximum amount of product (1.0 means a 100% yield; for example, 0.34 means a 34% yield). From a dataset of Reaction yield outcomes from USPTO patents with 853,638 reactions. (1) The reactants are [CH:1]1([NH2:6])[CH2:5][CH2:4][CH2:3][CH2:2]1.[Cl:7][C:8]1[N:13]=[C:12](Cl)[C:11]([N+:15]([O-:17])=[O:16])=[CH:10][N:9]=1.CCN(C(C)C)C(C)C. The catalyst is CCOC(C)=O. The product is [Cl:7][C:8]1[N:13]=[C:12]([NH:6][CH:1]2[CH2:5][CH2:4][CH2:3][CH2:2]2)[C:11]([N+:15]([O-:17])=[O:16])=[CH:10][N:9]=1. The yield is 1.00. (2) The reactants are [F:1][C:2]([F:13])([F:12])[C:3]1[CH:8]=[CH:7][C:6]([C:9](Cl)=[O:10])=[CH:5][CH:4]=1.[NH2:14][C:15]1[CH:20]=[CH:19][C:18]([C:21]2[C:29]3[C:24](=[N:25][CH:26]=[N:27][C:28]=3[NH2:30])[N:23]([CH:31]3[CH2:36][CH2:35][N:34]([CH3:37])[CH2:33][CH2:32]3)[N:22]=2)=[CH:17][C:16]=1[O:38][CH3:39]. The catalyst is ClCCl.N1C=CC=CC=1. The product is [NH2:30][C:28]1[N:27]=[CH:26][N:25]=[C:24]2[N:23]([CH:31]3[CH2:36][CH2:35][N:34]([CH3:37])[CH2:33][CH2:32]3)[N:22]=[C:21]([C:18]3[CH:19]=[CH:20][C:15]([NH:14][C:9](=[O:10])[C:6]4[CH:7]=[CH:8][C:3]([C:2]([F:13])([F:12])[F:1])=[CH:4][CH:5]=4)=[C:16]([O:38][CH3:39])[CH:17]=3)[C:29]=12. The yield is 0.950. (3) The product is [CH:17]([CH2:19][CH2:20][C:8]([CH2:7][C:6]1[CH:5]=[CH:4][C:3]([C:2]([F:15])([F:16])[F:1])=[CH:14][CH:13]=1)([C:11]#[N:12])[C:9]#[N:10])=[O:18]. The catalyst is O1CCCC1. The yield is 0.420. The reactants are [F:1][C:2]([F:16])([F:15])[C:3]1[CH:14]=[CH:13][C:6]([CH2:7][CH:8]([C:11]#[N:12])[C:9]#[N:10])=[CH:5][CH:4]=1.[CH:17]([CH:19]=[CH2:20])=[O:18]. (4) The reactants are C([O:3][C:4](=[O:30])[CH2:5][O:6][C:7]1[CH:12]=[CH:11][C:10]([O:13][CH2:14][CH2:15][C:16]2[N:17]=[C:18]([C:22]3[CH:27]=[CH:26][CH:25]=[CH:24][CH:23]=3)[O:19][C:20]=2[CH3:21])=[CH:9][C:8]=1[CH2:28][CH3:29])C.[OH-].[Na+]. The catalyst is C(O)C. The product is [CH2:28]([C:8]1[CH:9]=[C:10]([O:13][CH2:14][CH2:15][C:16]2[N:17]=[C:18]([C:22]3[CH:23]=[CH:24][CH:25]=[CH:26][CH:27]=3)[O:19][C:20]=2[CH3:21])[CH:11]=[CH:12][C:7]=1[O:6][CH2:5][C:4]([OH:30])=[O:3])[CH3:29]. The yield is 0.870.